Dataset: Full USPTO retrosynthesis dataset with 1.9M reactions from patents (1976-2016). Task: Predict the reactants needed to synthesize the given product. (1) Given the product [CH3:1][C:2]1[N:6]([CH2:7][C:8]2[C:17]3[C:12](=[CH:13][CH:14]=[CH:15][CH:16]=3)[CH:11]=[CH:10][CH:9]=2)[C:5]2[CH:18]=[C:19]([N:23]3[CH2:28][CH2:27][O:26][CH2:25][CH2:24]3)[CH:20]=[C:21]([NH:22][S:37]([CH3:36])(=[O:39])=[O:38])[C:4]=2[N:3]=1, predict the reactants needed to synthesize it. The reactants are: [CH3:1][C:2]1[N:6]([CH2:7][C:8]2[C:17]3[C:12](=[CH:13][CH:14]=[CH:15][CH:16]=3)[CH:11]=[CH:10][CH:9]=2)[C:5]2[CH:18]=[C:19]([N:23]3[CH2:28][CH2:27][O:26][CH2:25][CH2:24]3)[CH:20]=[C:21]([NH2:22])[C:4]=2[N:3]=1.CCN(CC)CC.[CH3:36][S:37](Cl)(=[O:39])=[O:38]. (2) Given the product [C:1]([O:5][C:6]([NH:8][CH2:9][CH2:10][CH2:11][CH2:12][CH2:13][CH2:14][CH2:15][CH2:16][O:17][C:18]1[C:41]([O:42][CH3:43])=[CH:40][C:21]2[C:22]3[N:27]([CH:28]([C:30]([CH3:31])([CH3:32])[CH3:33])[CH2:29][C:20]=2[CH:19]=1)[CH:26]=[C:25]([C:34]([OH:36])=[O:35])[C:24](=[O:39])[CH:23]=3)=[O:7])([CH3:2])([CH3:3])[CH3:4], predict the reactants needed to synthesize it. The reactants are: [C:1]([O:5][C:6]([NH:8][CH2:9][CH2:10][CH2:11][CH2:12][CH2:13][CH2:14][CH2:15][CH2:16][O:17][C:18]1[C:41]([O:42][CH3:43])=[CH:40][C:21]2[C:22]3[N:27]([CH:28]([C:30]([CH3:33])([CH3:32])[CH3:31])[CH2:29][C:20]=2[CH:19]=1)[CH:26]=[C:25]([C:34]([O:36]CC)=[O:35])[C:24](=[O:39])[CH:23]=3)=[O:7])([CH3:4])([CH3:3])[CH3:2].CO.O.O[Li].O. (3) Given the product [OH:6][C:1]1[CH:2]=[CH:4][CH:13]=[CH:14][C:15]=1[CH:8]=[O:7], predict the reactants needed to synthesize it. The reactants are: [C:1]([O-:6])(=O)[C:2]([CH3:4])=O.[OH:7][C:8]1C=C([CH:13]=[CH:14][CH:15]=1)C=O. (4) Given the product [Br:1][CH2:15][C:14]([C:9]1[CH:8]=[CH:7][C:6]2[C:11](=[CH:12][CH:13]=[C:4]([Br:3])[CH:5]=2)[CH:10]=1)=[O:16], predict the reactants needed to synthesize it. The reactants are: [Br:1]Br.[Br:3][C:4]1[CH:5]=[C:6]2[C:11](=[CH:12][CH:13]=1)[CH:10]=[C:9]([C:14](=[O:16])[CH3:15])[CH:8]=[CH:7]2. (5) Given the product [CH2:22]([O:21][CH2:20][C:13]1[N:14]([CH2:15][C:16]([OH:18])([CH3:19])[CH3:17])[C:5]2[C:4]3[CH:3]=[C:2]([NH:29][C:24](=[O:28])[CH:25]([CH3:27])[CH3:26])[CH:11]=[CH:10][C:9]=3[N:8]=[CH:7][C:6]=2[N:12]=1)[CH3:23], predict the reactants needed to synthesize it. The reactants are: Br[C:2]1[CH:11]=[CH:10][C:9]2[N:8]=[CH:7][C:6]3[N:12]=[C:13]([CH2:20][O:21][CH2:22][CH3:23])[N:14]([CH2:15][C:16]([CH3:19])([OH:18])[CH3:17])[C:5]=3[C:4]=2[CH:3]=1.[C:24]([NH2:29])(=[O:28])[CH:25]([CH3:27])[CH3:26].P([O-])([O-])([O-])=O.[K+].[K+].[K+].